Dataset: Reaction yield outcomes from USPTO patents with 853,638 reactions. Task: Predict the reaction yield, written as a fraction of the theoretical maximum amount of product (1.0 means a 100% yield; for example, 0.34 means a 34% yield). The reactants are [NH2:1][C:2]1[C:7]([NH2:8])=[C:6]([NH:9][C@@H:10]2[C@@H:15]3[CH2:16][C@@H:12]([CH:13]=[CH:14]3)[C@@H:11]2[C:17]([NH2:19])=[O:18])[C:5]([Br:20])=[CH:4][N:3]=1.[CH3:21][N:22]1[C:26]([CH3:27])=[C:25]([CH:28]=O)[C:24]([CH3:30])=[N:23]1.C([O-])(=O)C.[NH4+]. No catalyst specified. The product is [Br:20][C:5]1[C:6]([NH:9][C@@H:10]2[C@@H:15]3[CH2:16][C@@H:12]([CH:13]=[CH:14]3)[C@@H:11]2[C:17]([NH2:19])=[O:18])=[C:7]2[N:8]=[C:28]([C:25]3[C:24]([CH3:30])=[N:23][N:22]([CH3:21])[C:26]=3[CH3:27])[NH:1][C:2]2=[N:3][CH:4]=1. The yield is 0.640.